Dataset: Full USPTO retrosynthesis dataset with 1.9M reactions from patents (1976-2016). Task: Predict the reactants needed to synthesize the given product. (1) Given the product [NH2:1][C:2]1[N:7]=[C:6]([N:8]2[C@H:13]([CH3:14])[CH2:12][CH2:11][C@H:10]([C:15]([NH:67][CH:63]3[CH2:64][CH2:65][CH2:66][CH:61]([CH3:60])[CH2:62]3)=[O:17])[CH2:9]2)[CH:5]=[C:4]([C:18]2[CH:23]=[CH:22][C:21]([C:24]#[N:25])=[C:20]([F:26])[CH:19]=2)[N:3]=1, predict the reactants needed to synthesize it. The reactants are: [NH2:1][C:2]1[N:7]=[C:6]([N:8]2[C@H:13]([CH3:14])[CH2:12][CH2:11][C@H:10]([C:15]([OH:17])=O)[CH2:9]2)[CH:5]=[C:4]([C:18]2[CH:23]=[CH:22][C:21]([C:24]#[N:25])=[C:20]([F:26])[CH:19]=2)[N:3]=1.CN(C(ON1N=NC2C=CC=NC1=2)=[N+](C)C)C.F[P-](F)(F)(F)(F)F.CCN(C(C)C)C(C)C.[CH3:60][CH:61]1[CH2:66][CH2:65][CH2:64][CH:63]([NH2:67])[CH2:62]1. (2) Given the product [CH2:1]([N:3]([C@H:4]1[CH2:8][CH2:7][N:6]([CH2:9][CH2:10][O:11][CH3:12])[CH2:5]1)[C:13]1[CH:18]=[CH:17][C:16]([NH2:19])=[CH:15][CH:14]=1)[CH3:2], predict the reactants needed to synthesize it. The reactants are: [CH2:1]([N:3]([C:13]1[CH:18]=[CH:17][C:16]([N+:19]([O-])=O)=[CH:15][CH:14]=1)[C@H:4]1[CH2:8][CH2:7][N:6]([CH2:9][CH2:10][O:11][CH3:12])[CH2:5]1)[CH3:2].[NH4+].[Cl-]. (3) Given the product [CH2:29]([C:33]1[N:34]=[C:35]([CH3:63])[N:36]([C:57]2[CH:62]=[CH:61][CH:60]=[CH:59][N:58]=2)[C:37](=[O:56])[C:38]=1[CH2:39][C:40]1[CH:41]=[CH:42][C:43]([C:46]2[CH:55]=[CH:54][CH:53]=[CH:52][C:47]=2[C:48]2[NH:49][C:1](=[O:2])[O:51][N:50]=2)=[N:44][CH:45]=1)[CH2:30][CH2:31][CH3:32], predict the reactants needed to synthesize it. The reactants are: [C:1](N1C=CN=C1)(N1C=CN=C1)=[O:2].N12CCCN=C1CCCCC2.CN(C)C=O.[CH2:29]([C:33]1[N:34]=[C:35]([CH3:63])[N:36]([C:57]2[CH:62]=[CH:61][CH:60]=[CH:59][N:58]=2)[C:37](=[O:56])[C:38]=1[CH2:39][C:40]1[CH:41]=[CH:42][C:43]([C:46]2[CH:55]=[CH:54][CH:53]=[CH:52][C:47]=2[C:48](=[N:50][OH:51])[NH2:49])=[N:44][CH:45]=1)[CH2:30][CH2:31][CH3:32]. (4) The reactants are: [OH:1][C:2]1[CH:7]=[CH:6][C:5]([C:8]2[O:17][C:12]3=[N:13][CH:14]=[CH:15][CH:16]=[C:11]3[C:10](=[O:18])[CH:9]=2)=[CH:4][CH:3]=1.[CH3:19][C:20](OC(C)=O)=[O:21].O. Given the product [C:20]([O:1][C:2]1[CH:3]=[CH:4][C:5]([C:8]2[O:17][C:12]3=[N:13][CH:14]=[CH:15][CH:16]=[C:11]3[C:10](=[O:18])[CH:9]=2)=[CH:6][CH:7]=1)(=[O:21])[CH3:19], predict the reactants needed to synthesize it.